From a dataset of Reaction yield outcomes from USPTO patents with 853,638 reactions. Predict the reaction yield, written as a fraction of the theoretical maximum amount of product (1.0 means a 100% yield; for example, 0.34 means a 34% yield). (1) The reactants are [O:1]=[C:2]1[NH:7][CH2:6][CH2:5][N:4]([CH:8]2[CH2:13][CH2:12][CH:11]([O:14][C:15]3[N:16]=[CH:17][N:18]=[C:19]4[C:26]=3[C:25]3[C@@H:24]([CH2:27][C:28]#[N:29])[CH2:23][CH2:22][C:21]=3[S:20]4)[CH2:10][CH2:9]2)[CH2:3]1.[OH:30][Li].O.OO. The catalyst is CO. The product is [O:1]=[C:2]1[NH:7][CH2:6][CH2:5][N:4]([CH:8]2[CH2:9][CH2:10][CH:11]([O:14][C:15]3[N:16]=[CH:17][N:18]=[C:19]4[C:26]=3[C:25]3[C@@H:24]([CH2:27][C:28]([NH2:29])=[O:30])[CH2:23][CH2:22][C:21]=3[S:20]4)[CH2:12][CH2:13]2)[CH2:3]1. The yield is 0.150. (2) The reactants are CC1(C)[O:7][CH2:6][CH:5]([CH2:8][CH2:9][N:10]2[CH:18]=[N:17][C:16]3[C:11]2=[N:12][CH:13]=[N:14][C:15]=3[NH2:19])[CH2:4][O:3]1.[OH-].[Na+]. The catalyst is Cl. The product is [OH:3][CH2:4][CH:5]([CH2:6][OH:7])[CH2:8][CH2:9][N:10]1[CH:18]=[N:17][C:16]2[C:11]1=[N:12][CH:13]=[N:14][C:15]=2[NH2:19]. The yield is 0.710. (3) The product is [Cl:1][C:2]1[N:7]=[C:6]2[N:8]([S:21]([C:19]3[CH:18]=[CH:17][CH:16]=[C:15]4[C:20]=3[N:11]=[CH:12][CH:13]=[CH:14]4)(=[O:22])=[O:23])[N:9]=[CH:10][C:5]2=[CH:4][N:3]=1. The reactants are [Cl:1][C:2]1[N:7]=[C:6]2[NH:8][N:9]=[CH:10][C:5]2=[CH:4][N:3]=1.[N:11]1[C:20]2[C:15](=[CH:16][CH:17]=[CH:18][C:19]=2[S:21](Cl)(=[O:23])=[O:22])[CH:14]=[CH:13][CH:12]=1. The yield is 0.325. The catalyst is CN(C1C=CN=CC=1)C.C(#N)C.O. (4) The reactants are [NH2:1][C:2]1[S:3][C:4]([CH3:13])=[C:5]([C:7]2[CH:12]=[CH:11][CH:10]=[CH:9][CH:8]=2)[N:6]=1.[C:14]1([C:20]2[O:24][N:23]=[CH:22][C:21]=2[CH2:25][CH2:26][C:27](O)=[O:28])[CH:19]=[CH:18][CH:17]=[CH:16][CH:15]=1.O.ON1C2C=CC=CC=2N=N1.Cl.C(N=C=NCCCN(C)C)C. The catalyst is O.CN(C)C=O. The product is [CH3:13][C:4]1[S:3][C:2]([NH:1][C:27](=[O:28])[CH2:26][CH2:25][C:21]2[CH:22]=[N:23][O:24][C:20]=2[C:14]2[CH:15]=[CH:16][CH:17]=[CH:18][CH:19]=2)=[N:6][C:5]=1[C:7]1[CH:12]=[CH:11][CH:10]=[CH:9][CH:8]=1. The yield is 0.960. (5) The reactants are C(Cl)(=O)C(Cl)=O.CS(C)=O.[OH:11][CH:12]1[CH2:15][N:14]([C:16]([O:18][C:19]([CH3:22])([CH3:21])[CH3:20])=[O:17])[CH2:13]1.C(N(CC)CC)C. The catalyst is C(Cl)Cl. The product is [O:11]=[C:12]1[CH2:15][N:14]([C:16]([O:18][C:19]([CH3:22])([CH3:21])[CH3:20])=[O:17])[CH2:13]1. The yield is 0.810. (6) The reactants are [CH2:1]([C:3]1[CH:8]=[CH:7][CH:6]=[C:5]([N+:9]([O-:11])=[O:10])[C:4]=1[NH:12]C(=O)C)[CH3:2].OS(O)(=O)=O. The catalyst is O. The product is [CH2:1]([C:3]1[CH:8]=[CH:7][CH:6]=[C:5]([N+:9]([O-:11])=[O:10])[C:4]=1[NH2:12])[CH3:2]. The yield is 0.250. (7) The reactants are [NH2:1][CH2:2][CH2:3][C:4]1[N:5]([CH:27]([C:34]2[CH:39]=[CH:38][CH:37]=[CH:36][CH:35]=2)[C:28]2[CH:33]=[CH:32][CH:31]=[CH:30][CH:29]=2)[C:6]2[C:11]([C:12]=1[CH2:13][CH2:14][O:15][C:16]1[CH:25]=[CH:24][C:19]([C:20]([O:22]C)=[O:21])=[CH:18][CH:17]=1)=[CH:10][C:9]([Cl:26])=[CH:8][CH:7]=2.CCN(CC)CC.N1C=CC=CC=1.[CH3:53][N:54]1[CH:58]=[C:57]([S:59](Cl)(=[O:61])=[O:60])[N:56]=[CH:55]1.C(=O)(O)[O-].[Na+]. The catalyst is C(Cl)Cl.CO.C(Cl)Cl. The product is [CH:27]([N:5]1[C:6]2[C:11](=[CH:10][C:9]([Cl:26])=[CH:8][CH:7]=2)[C:12]([CH2:13][CH2:14][O:15][C:16]2[CH:17]=[CH:18][C:19]([C:20]([OH:22])=[O:21])=[CH:24][CH:25]=2)=[C:4]1[CH2:3][CH2:2][NH:1][S:59]([C:57]1[N:56]=[CH:55][N:54]([CH3:53])[CH:58]=1)(=[O:61])=[O:60])([C:34]1[CH:39]=[CH:38][CH:37]=[CH:36][CH:35]=1)[C:28]1[CH:33]=[CH:32][CH:31]=[CH:30][CH:29]=1. The yield is 0.920.